From a dataset of Forward reaction prediction with 1.9M reactions from USPTO patents (1976-2016). Predict the product of the given reaction. (1) Given the reactants [S:1]1[CH:5]=[CH:4][CH:3]=[C:2]1[C:6]([OH:8])=O.C1C=CC2N(O)N=NC=2C=1.CCN=C=NCCCN(C)C.CCN(CC)CC.[CH3:37][O:38][C:39]1[CH:48]=[C:47]([O:49][CH3:50])[CH:46]=[C:45]2[C:40]=1[C:41](=[O:63])[NH:42][C:43]([C:51]1[CH:56]=[CH:55][C:54]([N:57]3[CH2:62][CH2:61][NH:60][CH2:59][CH2:58]3)=[CH:53][CH:52]=1)=[N:44]2, predict the reaction product. The product is: [CH3:37][O:38][C:39]1[CH:48]=[C:47]([O:49][CH3:50])[CH:46]=[C:45]2[C:40]=1[C:41](=[O:63])[NH:42][C:43]([C:51]1[CH:56]=[CH:55][C:54]([N:57]3[CH2:58][CH2:59][N:60]([C:6]([C:2]4[S:1][CH:5]=[CH:4][CH:3]=4)=[O:8])[CH2:61][CH2:62]3)=[CH:53][CH:52]=1)=[N:44]2. (2) Given the reactants [C:1]([O:5][C:6](=[O:16])[NH:7][CH2:8][CH2:9][C:10]1[CH:15]=[CH:14][CH:13]=[CH:12][CH:11]=1)([CH3:4])([CH3:3])[CH3:2].[H-].[Na+].Cl[CH2:20][CH2:21][CH2:22]I.[NH:24]1[C:28]2[CH:29]=[CH:30][CH:31]=[CH:32][C:27]=2[N:26]=[C:25]1[S-:33].[Na+], predict the reaction product. The product is: [C:1]([O:5][C:6]([N:7]([CH2:8][CH2:9][C:10]1[CH:11]=[CH:12][CH:13]=[CH:14][CH:15]=1)[CH2:20][CH2:21][CH2:22][S:33][C:25]1[NH:24][C:28]2[CH:29]=[CH:30][CH:31]=[CH:32][C:27]=2[N:26]=1)=[O:16])([CH3:4])([CH3:2])[CH3:3]. (3) Given the reactants [CH2:1]([C:3]1[CH:8]=[CH:7][CH:6]=[C:5]([CH2:9][CH3:10])[C:4]=1[C:11]1[CH:12]=[C:13]2[C:19]([CH:20]=C)=[CH:18][N:17]([C:22]3[CH:27]=[CH:26][C:25]([CH:28]([CH3:30])[CH3:29])=[CH:24][CH:23]=3)[C:14]2=[CH:15][N:16]=1)[CH3:2].C1C[O:34]CC1.O, predict the reaction product. The product is: [CH2:1]([C:3]1[CH:8]=[CH:7][CH:6]=[C:5]([CH2:9][CH3:10])[C:4]=1[C:11]1[CH:12]=[C:13]2[C:19]([CH:20]=[O:34])=[CH:18][N:17]([C:22]3[CH:27]=[CH:26][C:25]([CH:28]([CH3:30])[CH3:29])=[CH:24][CH:23]=3)[C:14]2=[CH:15][N:16]=1)[CH3:2]. (4) Given the reactants [CH3:1][C:2]1[C:7]([CH3:8])=[CH:6][CH:5]=[CH:4][C:3]=1[CH:9]([CH:11]1O[CH:14]=[N:13][CH:12]1S(C1C=CC(C)=CC=1)(=O)=O)[CH3:10].[NH3:26], predict the reaction product. The product is: [CH3:8][C:7]1[C:2]([CH3:1])=[C:3]([CH:9]([C:11]2[N:26]=[CH:14][NH:13][CH:12]=2)[CH3:10])[CH:4]=[CH:5][CH:6]=1.